This data is from Catalyst prediction with 721,799 reactions and 888 catalyst types from USPTO. The task is: Predict which catalyst facilitates the given reaction. (1) The catalyst class is: 2. Reactant: [CH2:1]([O:3][C:4](=[O:20])[CH2:5][S:6][C:7]1[CH:12]=[CH:11][C:10]([O:13][CH2:14][CH2:15][C@@H:16]([OH:18])[CH3:17])=[CH:9][C:8]=1[CH3:19])[CH3:2].CCN(CC)CC.[CH3:28][S:29](Cl)(=[O:31])=[O:30]. Product: [CH2:1]([O:3][C:4](=[O:20])[CH2:5][S:6][C:7]1[CH:12]=[CH:11][C:10]([O:13][CH2:14][CH2:15][C@@H:16]([O:18][S:29]([CH3:28])(=[O:31])=[O:30])[CH3:17])=[CH:9][C:8]=1[CH3:19])[CH3:2]. (2) Product: [NH2:7][S:8]([CH2:11][CH2:12][CH2:13][C:14]([O:16][CH2:17][C:18]1[CH:23]=[CH:22][CH:21]=[CH:20][CH:19]=1)=[O:15])(=[O:10])=[O:9]. The catalyst class is: 85. Reactant: C([O-])([O-])=O.[Cs+].[Cs+].[NH2:7][S:8]([CH2:11][CH2:12][CH2:13][C:14]([OH:16])=[O:15])(=[O:10])=[O:9].[CH2:17](Br)[C:18]1[CH:23]=[CH:22][CH:21]=[CH:20][CH:19]=1. (3) Reactant: [Cl:1][C:2]1[CH:7]=[CH:6][C:5]([CH:8]2[C:12]3[N:13]([CH:24]([CH3:26])[CH3:25])[C:14]([C:16]4[C:17]([O:22][CH3:23])=[N:18][CH:19]=[CH:20][CH:21]=4)=[N:15][C:11]=3[C:10](=[O:27])[N:9]2[C:28]2[N:33]=[C:32]3[N:34]([CH3:37])[N:35]=[N:36][C:31]3=[C:30]([CH3:38])[CH:29]=2)=[CH:4][CH:3]=1. Product: [Cl:1][C:2]1[CH:7]=[CH:6][C:5]([C@@H:8]2[C:12]3[N:13]([CH:24]([CH3:26])[CH3:25])[C:14]([C:16]4[C:17]([O:22][CH3:23])=[N:18][CH:19]=[CH:20][CH:21]=4)=[N:15][C:11]=3[C:10](=[O:27])[N:9]2[C:28]2[N:33]=[C:32]3[N:34]([CH3:37])[N:35]=[N:36][C:31]3=[C:30]([CH3:38])[CH:29]=2)=[CH:4][CH:3]=1. The catalyst class is: 14. (4) Reactant: [Cl:1][C:2]1[N:7]=[CH:6][C:5]([CH2:8][CH2:9][OH:10])=[CH:4][CH:3]=1.N1C=CN=C1.[C:16]([Si:20](Cl)([C:27]1[CH:32]=[CH:31][CH:30]=[CH:29][CH:28]=1)[C:21]1[CH:26]=[CH:25][CH:24]=[CH:23][CH:22]=1)([CH3:19])([CH3:18])[CH3:17]. Product: [C:16]([Si:20]([C:27]1[CH:32]=[CH:31][CH:30]=[CH:29][CH:28]=1)([C:21]1[CH:22]=[CH:23][CH:24]=[CH:25][CH:26]=1)[O:10][CH2:9][CH2:8][C:5]1[CH:4]=[CH:3][C:2]([Cl:1])=[N:7][CH:6]=1)([CH3:19])([CH3:17])[CH3:18]. The catalyst class is: 4. (5) Product: [CH:9]([C@H:22]1[N:27]2[CH2:28][CH2:29][N:30]([C:6]([C:5]3[O:1][N:2]=[CH:3][CH:4]=3)=[O:8])[CH2:31][C@H:26]2[CH2:25][N:24]([C:32]([O:34][C:35]([CH3:38])([CH3:37])[CH3:36])=[O:33])[CH2:23]1)([C:16]1[CH:21]=[CH:20][CH:19]=[CH:18][CH:17]=1)[C:10]1[CH:15]=[CH:14][CH:13]=[CH:12][CH:11]=1. Reactant: [O:1]1[C:5]([C:6]([OH:8])=O)=[CH:4][CH:3]=[N:2]1.[CH:9]([C@H:22]1[N:27]2[CH2:28][CH2:29][NH:30][CH2:31][C@H:26]2[CH2:25][N:24]([C:32]([O:34][C:35]([CH3:38])([CH3:37])[CH3:36])=[O:33])[CH2:23]1)([C:16]1[CH:21]=[CH:20][CH:19]=[CH:18][CH:17]=1)[C:10]1[CH:15]=[CH:14][CH:13]=[CH:12][CH:11]=1.[I-].ClC1C=CC=C[N+]=1C.C(=O)(O)[O-].[Na+]. The catalyst class is: 236. (6) Product: [CH2:1]([O:5][CH:7]1[CH2:8][CH2:9][CH2:10][CH2:11][O:6]1)[CH2:2][C:3]#[CH:4]. The catalyst class is: 4. Reactant: [CH2:1]([OH:5])[CH2:2][C:3]#[CH:4].[O:6]1[CH:11]=[CH:10][CH2:9][CH2:8][CH2:7]1.C1C=CC(N=NC2C=CC(N)=NC=2N)=CC=1.Cl.CC1C=CC(S(O)(=O)=O)=CC=1. (7) Reactant: [I:1][C:2]1[CH:3]=[C:4]([NH:8][C:9]([NH2:11])=[O:10])[CH:5]=[CH:6][CH:7]=1.[H-].[Na+].Cl[CH2:15][C:16](OCC)=[O:17]. Product: [I:1][C:2]1[CH:3]=[C:4]([N:8]2[CH2:15][C:16](=[O:17])[NH:11][C:9]2=[O:10])[CH:5]=[CH:6][CH:7]=1. The catalyst class is: 3. (8) Reactant: [NH2:1][C:2]1[CH:7]=[CH:6][C:5]([CH2:8][CH2:9][C:10]([O:12][CH3:13])=[O:11])=[C:4]([CH3:14])[CH:3]=1.[Br:15]N1C(=O)CCC1=O. Product: [NH2:1][C:2]1[C:7]([Br:15])=[CH:6][C:5]([CH2:8][CH2:9][C:10]([O:12][CH3:13])=[O:11])=[C:4]([CH3:14])[CH:3]=1. The catalyst class is: 10. (9) Product: [CH3:12][C:13]([NH:7][C:6]1[CH:8]=[CH:9][C:3]([C:2]([F:10])([F:11])[F:1])=[CH:4][CH:5]=1)([CH3:17])[C:14]#[N:15]. Reactant: [F:1][C:2]([F:11])([F:10])[C:3]1[CH:9]=[CH:8][C:6]([NH2:7])=[CH:5][CH:4]=1.[CH3:12][C:13]([CH3:17])(O)[C:14]#[N:15].S([O-])([O-])(=O)=O.[Mg+2]. The catalyst class is: 13.